This data is from Full USPTO retrosynthesis dataset with 1.9M reactions from patents (1976-2016). The task is: Predict the reactants needed to synthesize the given product. (1) The reactants are: [Br:1][C:2]1[CH:7]=[CH:6][C:5]([N:8]2[C:12]([CH3:13])=[N:11][N:10]=[N:9]2)=[C:4]([N+:14]([O-])=O)[CH:3]=1.[Cl-].[NH4+].O. Given the product [Br:1][C:2]1[CH:7]=[CH:6][C:5]([N:8]2[C:12]([CH3:13])=[N:11][N:10]=[N:9]2)=[C:4]([NH2:14])[CH:3]=1, predict the reactants needed to synthesize it. (2) The reactants are: Cl[C:2]1[C:11]2[C:6](=[CH:7][C:8]([C:13]([N:15]3[CH2:19][CH2:18][CH2:17][CH2:16]3)=[O:14])=[C:9]([Cl:12])[CH:10]=2)[N:5]=[CH:4][N:3]=1.[Cl:20][C:21]1[CH:41]=[CH:40][C:24]2[NH:25][C:26]([C@@H:28]([NH2:39])[CH2:29][CH2:30][CH2:31][C:32]([O:34][C:35]([CH3:38])([CH3:37])[CH3:36])=[O:33])=[N:27][C:23]=2[CH:22]=1.C(N(CC)CC)C. Given the product [Cl:12][C:9]1[CH:10]=[C:11]2[C:6](=[CH:7][C:8]=1[C:13]([N:15]1[CH2:19][CH2:18][CH2:17][CH2:16]1)=[O:14])[N:5]=[CH:4][N:3]=[C:2]2[NH:39][C@H:28]([C:26]1[NH:25][C:24]2[CH:40]=[CH:41][C:21]([Cl:20])=[CH:22][C:23]=2[N:27]=1)[CH2:29][CH2:30][CH2:31][C:32]([O:34][C:35]([CH3:37])([CH3:36])[CH3:38])=[O:33], predict the reactants needed to synthesize it.